From a dataset of Reaction yield outcomes from USPTO patents with 853,638 reactions. Predict the reaction yield, written as a fraction of the theoretical maximum amount of product (1.0 means a 100% yield; for example, 0.34 means a 34% yield). (1) The reactants are [NH:1]1[C:5]2[CH:6]=[CH:7][C:8]([C:10]([N:12]3[C@@H:21]4[C@@H:16]([C:17]5[CH:25]=[CH:24][C:23]([C:26]([OH:28])=O)=[CH:22][C:18]=5[CH2:19][CH2:20]4)[CH2:15][CH2:14][CH2:13]3)=[O:11])=[CH:9][C:4]=2[N:3]=[CH:2]1.[CH3:29][NH2:30]. No catalyst specified. The product is [CH3:29][NH:30][C:26]([C:23]1[CH:24]=[CH:25][C:17]2[C@@H:16]3[C@H:21]([CH2:20][CH2:19][C:18]=2[CH:22]=1)[N:12]([C:10]([C:8]1[CH:7]=[CH:6][C:5]2[NH:1][CH:2]=[N:3][C:4]=2[CH:9]=1)=[O:11])[CH2:13][CH2:14][CH2:15]3)=[O:28]. The yield is 0.750. (2) The reactants are [NH:1]1[CH2:4][CH:3]([NH:5][C:6](=[O:15])[O:7][CH2:8][C:9]2[CH:14]=[CH:13][CH:12]=[CH:11][CH:10]=2)[CH2:2]1.[F:16][C:17]1[CH:25]=[CH:24][C:23]([CH:26]=[O:27])=[CH:22][C:18]=1[C:19](O)=[O:20].F[P-](F)(F)(F)(F)F.N1(OC(N(C)C)=[N+](C)C)C2C=CC=CC=2N=N1.C(N(CC)C(C)C)(C)C. No catalyst specified. The product is [F:16][C:17]1[CH:25]=[CH:24][C:23]([CH:26]=[O:27])=[CH:22][C:18]=1[C:19]([N:1]1[CH2:4][CH:3]([NH:5][C:6](=[O:15])[O:7][CH2:8][C:9]2[CH:10]=[CH:11][CH:12]=[CH:13][CH:14]=2)[CH2:2]1)=[O:20]. The yield is 0.700. (3) The reactants are C(N(CC)C(C)C)(C)C.[CH3:10][C:11]([CH3:18])([CH2:16]O)[C:12]([O:14][CH3:15])=[O:13].[CH3:19][S:20](Cl)(=O)=O.[Na].CS. The catalyst is ClCCl.Cl.O1CCOCC1.C(OCC)(=O)C. The product is [CH3:15][O:14][C:12](=[O:13])[C:11]([CH3:10])([CH3:18])[CH2:16][S:20][CH3:19]. The yield is 0.240. (4) The reactants are [NH2:1][C:2]1[S:3][C:4]([C:11]2[CH:16]=[CH:15][CH:14]=[CH:13][CH:12]=2)=[CH:5][C:6]=1[C:7]([O:9][CH3:10])=[O:8].[C:17]([OH:21])([CH3:20])([CH3:19])[CH3:18].[O:22]1CCC[CH2:23]1. The catalyst is CN(C)C1C=CN=CC=1. The product is [C:17]([O:21][C:23]([NH:1][C:2]1[S:3][C:4]([C:11]2[CH:16]=[CH:15][CH:14]=[CH:13][CH:12]=2)=[CH:5][C:6]=1[C:7]([O:9][CH3:10])=[O:8])=[O:22])([CH3:20])([CH3:19])[CH3:18]. The yield is 0.620. (5) The reactants are [OH:1][C:2]1[C:3]([C:23]([NH:25][CH2:26][C:27]([O:29]CC)=[O:28])=[O:24])=[C:4]2[C:9](=[CH:10][C:11]=1[C:12]1[S:13][CH:14]=[CH:15][CH:16]=1)[N:8]=[C:7]([C:17]1[CH:22]=[CH:21][CH:20]=[CH:19][CH:18]=1)[CH:6]=[N:5]2.[OH-].[Na+]. The catalyst is C(O)C. The product is [OH:1][C:2]1[C:3]([C:23]([NH:25][CH2:26][C:27]([OH:29])=[O:28])=[O:24])=[C:4]2[C:9](=[CH:10][C:11]=1[C:12]1[S:13][CH:14]=[CH:15][CH:16]=1)[N:8]=[C:7]([C:17]1[CH:22]=[CH:21][CH:20]=[CH:19][CH:18]=1)[CH:6]=[N:5]2. The yield is 0.321. (6) The reactants are [CH3:1][C@:2]12[C:10]([C:11]3([CH2:14][C:15]#[C:16][C:17]([OH:20])([CH3:19])[CH3:18])[CH2:13][CH2:12]3)=[CH:9][CH2:8][C@H:7]1[C@@H:6]([OH:21])[CH2:5][CH2:4][CH2:3]2.C(OCC)(=O)C.CCCCCC.N1C2C(=CC=CC=2)C=CC=1. The catalyst is [Pd].CC([O-])=O.CC([O-])=O.[Pb+2].C(O)C. The product is [CH3:1][C@:2]12[C:10]([C:11]3([CH2:14]/[CH:15]=[CH:16]\[C:17]([OH:20])([CH3:18])[CH3:19])[CH2:12][CH2:13]3)=[CH:9][CH2:8][C@H:7]1[C@@H:6]([OH:21])[CH2:5][CH2:4][CH2:3]2. The yield is 0.880. (7) The reactants are [OH:1][C:2]1[C:9]([CH3:10])=[CH:8][C:5]([CH:6]=[O:7])=[CH:4][C:3]=1[CH3:11].C([O-])([O-])=O.[K+].[K+].Br[CH2:19][CH2:20][NH:21][C:22]1[CH:26]=[C:25]([CH3:27])[O:24][N:23]=1. The catalyst is CN(C=O)C. The product is [CH3:10][C:9]1[CH:8]=[C:5]([CH:4]=[C:3]([CH3:11])[C:2]=1[O:1][CH2:19][CH2:20][NH:21][C:22]1[CH:26]=[C:25]([CH3:27])[O:24][N:23]=1)[CH:6]=[O:7]. The yield is 0.260. (8) The reactants are [NH2:1][C:2]1[C:3]([S:8]([NH2:11])(=[O:10])=[O:9])=[N:4][CH:5]=[CH:6][CH:7]=1.[CH2:12]([O:14][C:15](=[O:20])[CH2:16][C:17](Cl)=O)[CH3:13]. The catalyst is O1CCOCC1.C(OCC)(=O)C. The product is [CH2:12]([O:14][C:15](=[O:20])[CH2:16][C:17]1[NH:1][C:2]2[C:3](=[N:4][CH:5]=[CH:6][CH:7]=2)[S:8](=[O:10])(=[O:9])[N:11]=1)[CH3:13]. The yield is 0.110.